Dataset: Forward reaction prediction with 1.9M reactions from USPTO patents (1976-2016). Task: Predict the product of the given reaction. (1) Given the reactants [OH-].[Na+].[CH3:3][C:4]1[CH:9]=[CH:8][C:7]([O:10][CH3:11])=[C:6]([N+:12]([O-:14])=[O:13])[CH:5]=1.C1(S[CH2:22][C:23]#[N:24])C=CC=CC=1.Cl, predict the reaction product. The product is: [CH3:11][O:10][C:7]1[C:6]([N+:12]([O-:14])=[O:13])=[CH:5][C:4]([CH3:3])=[C:9]([CH2:22][C:23]#[N:24])[CH:8]=1. (2) Given the reactants [CH3:1][O:2][C:3]1[CH:4]=[C:5]([NH:9][C:10]2[CH:15]=[C:14]([N:16]([CH3:18])[CH3:17])[N:13]=[C:12]([N:19]3[CH2:24][CH2:23][NH:22][CH2:21][CH2:20]3)[N:11]=2)[CH:6]=[CH:7][CH:8]=1.[Br:25][C:26]1[CH:31]=[CH:30][C:29](F)=[CH:28][CH:27]=1, predict the reaction product. The product is: [Br:25][C:26]1[CH:31]=[CH:30][C:29]([N:22]2[CH2:23][CH2:24][N:19]([C:12]3[N:11]=[C:10]([NH:9][C:5]4[CH:6]=[CH:7][CH:8]=[C:3]([O:2][CH3:1])[CH:4]=4)[CH:15]=[C:14]([N:16]([CH3:18])[CH3:17])[N:13]=3)[CH2:20][CH2:21]2)=[CH:28][CH:27]=1. (3) The product is: [N:10]([C:9]1[CH:8]=[CH:7][C:6]([O:5][C@H:2]([CH3:1])[CH2:3][CH3:4])=[CH:12][CH:11]=1)=[C:13]=[O:14]. Given the reactants [CH3:1][C@@H:2]([O:5][C:6]1[CH:12]=[CH:11][C:9]([NH2:10])=[CH:8][CH:7]=1)[CH2:3][CH3:4].[C:13](Cl)(Cl)=[O:14], predict the reaction product. (4) Given the reactants [OH:1][C:2]1[CH:3]=[C:4]([C:12]([O:14][CH3:15])=[O:13])[CH:5]=[C:6]([CH:11]=1)[C:7]([O:9][CH3:10])=[O:8].Br[CH2:17][CH:18]([CH3:20])[CH3:19].C(=O)([O-])[O-].[K+].[K+], predict the reaction product. The product is: [CH3:10][O:9][C:7](=[O:8])[C:6]1[CH:11]=[C:2]([O:1][CH2:17][CH:18]([CH3:20])[CH3:19])[CH:3]=[C:4]([C:12]([O:14][CH3:15])=[O:13])[CH:5]=1. (5) Given the reactants [F:1][C:2]1[CH:3]=[C:4]([C:9]2[N:14]=[C:13]([C:15]3[N:19]4[CH:20]=[CH:21][C:22]([C:24]([CH3:34])([O:26][Si](CC)(CC)CC)[CH3:25])=[N:23][C:18]4=[N:17][CH:16]=3)[CH:12]=[CH:11][N:10]=2)[CH:5]=[CH:6][C:7]=1[F:8], predict the reaction product. The product is: [F:1][C:2]1[CH:3]=[C:4]([C:9]2[N:14]=[C:13]([C:15]3[N:19]4[CH:20]=[CH:21][C:22]([C:24]([OH:26])([CH3:25])[CH3:34])=[N:23][C:18]4=[N:17][CH:16]=3)[CH:12]=[CH:11][N:10]=2)[CH:5]=[CH:6][C:7]=1[F:8]. (6) Given the reactants [CH2:1]([N:5]1[C:13]2[C:12](=[O:14])[NH:11][C:10]([Cl:15])=[N:9][C:8]=2[N:7]=[C:6]1[N:16]1[CH2:21][CH2:20][N:19]([C:22]([O:24][C:25]([CH3:28])([CH3:27])[CH3:26])=[O:23])[CH2:18][CH2:17]1)[C:2]#[C:3][CH3:4].[C:29]([C:31]1[CH:38]=[CH:37][CH:36]=[CH:35][C:32]=1[CH2:33]Br)#[N:30].C(=O)([O-])[O-].[K+].[K+].CN(C)C=O, predict the reaction product. The product is: [CH2:1]([N:5]1[C:13]2[C:12](=[O:14])[N:11]([CH2:33][C:32]3[CH:35]=[CH:36][CH:37]=[CH:38][C:31]=3[C:29]#[N:30])[C:10]([Cl:15])=[N:9][C:8]=2[N:7]=[C:6]1[N:16]1[CH2:21][CH2:20][N:19]([C:22]([O:24][C:25]([CH3:28])([CH3:27])[CH3:26])=[O:23])[CH2:18][CH2:17]1)[C:2]#[C:3][CH3:4].